From a dataset of Forward reaction prediction with 1.9M reactions from USPTO patents (1976-2016). Predict the product of the given reaction. (1) Given the reactants [NH2:1][CH2:2][CH2:3][CH2:4][NH:5][CH2:6][CH2:7][CH2:8][NH2:9].[CH3:10][C:11]([O:14][C:15]([O:17]N=C(C1C=CC=CC=1)C#N)=O)([CH3:13])[CH3:12], predict the reaction product. The product is: [C:15]([NH:1][CH2:2][CH2:3][CH2:4][NH:5][CH2:6][CH2:7][CH2:8][NH:9][C:15]([O:14][C:11]([CH3:10])([CH3:12])[CH3:13])=[O:17])([O:14][C:11]([CH3:13])([CH3:12])[CH3:10])=[O:17]. (2) Given the reactants C(OC([N:8]1[CH2:13][CH2:12][CH:11]([N:14]([CH2:26][CH3:27])[S:15]([C:18]2[CH:23]=[CH:22][C:21]([O:24][CH3:25])=[CH:20][CH:19]=2)(=[O:17])=[O:16])[CH2:10][CH2:9]1)=O)(C)(C)C.C(O)(C(F)(F)F)=O, predict the reaction product. The product is: [CH2:26]([N:14]([CH:11]1[CH2:12][CH2:13][NH:8][CH2:9][CH2:10]1)[S:15]([C:18]1[CH:19]=[CH:20][C:21]([O:24][CH3:25])=[CH:22][CH:23]=1)(=[O:16])=[O:17])[CH3:27]. (3) Given the reactants N1C=CC=CC=1S[C:8](=[O:27])[CH2:9][C:10]1[N:14]2[CH:15]=[C:16]([CH3:19])[CH:17]=[CH:18][C:13]2=[N:12][C:11]=1[C:20]1[CH:25]=[CH:24][C:23]([CH3:26])=[CH:22][CH:21]=1.[CH3:28][Mg]Br, predict the reaction product. The product is: [CH3:19][C:16]1[CH:17]=[CH:18][C:13]2[N:14]([C:10]([CH2:9][C:8](=[O:27])[CH3:28])=[C:11]([C:20]3[CH:25]=[CH:24][C:23]([CH3:26])=[CH:22][CH:21]=3)[N:12]=2)[CH:15]=1. (4) The product is: [CH3:1][S:2]([C:5]1[CH:6]=[C:7]([NH:11][NH2:12])[CH:8]=[CH:9][CH:10]=1)(=[O:3])=[O:4]. Given the reactants [CH3:1][S:2]([C:5]1[CH:6]=[C:7]([NH2:11])[CH:8]=[CH:9][CH:10]=1)(=[O:4])=[O:3].[N:12]([O-])=O.[Na+].Cl.NN.[OH-].[Na+], predict the reaction product. (5) Given the reactants C([Li])CCC.Br[C:7]1[CH:15]=[CH:14][C:13]2[N:12]3[CH2:16][CH2:17][CH2:18][C:11]3=[CH:10][C:9]=2[CH:8]=1.C([O:22]B(OC(C)C)OC(C)C)(C)C.C(O)(=O)C.OO, predict the reaction product. The product is: [CH2:18]1[C:11]2=[CH:10][C:9]3[CH:8]=[C:7]([OH:22])[CH:15]=[CH:14][C:13]=3[N:12]2[CH2:16][CH2:17]1. (6) Given the reactants Cl[C:2]1[CH:7]=[N:6][CH:5]=[C:4]([O:8][CH3:9])[N:3]=1.[CH:10]([C:12]1[CH:13]=[C:14](B(O)O)[CH:15]=[CH:16][CH:17]=1)=[O:11], predict the reaction product. The product is: [CH3:9][O:8][C:4]1[N:3]=[C:2]([C:16]2[CH:17]=[C:12]([CH:13]=[CH:14][CH:15]=2)[CH:10]=[O:11])[CH:7]=[N:6][CH:5]=1. (7) Given the reactants [F:1][C:2]1[CH:7]=[CH:6][C:5]([N:8]([CH2:24][C:25]2[CH:30]=[CH:29][C:28]([NH:31][C:32]([C@H:34]3[CH2:38][CH2:37][CH2:36][N:35]3[C:39]([O:41][CH2:42][CH:43]3[C:55]4[CH:54]=[CH:53][CH:52]=[CH:51][C:50]=4[C:49]4[C:44]3=[CH:45][CH:46]=[CH:47][CH:48]=4)=[O:40])=[O:33])=[CH:27][CH:26]=2)[CH2:9][C:10]2[CH:23]=[CH:22][C:13]3[NH:14][C:15]([C@@H:17]4[CH2:21][CH2:20][CH2:19][NH:18]4)=[N:16][C:12]=3[CH:11]=2)=[CH:4][CH:3]=1.[OH:56][C:57]([CH3:68])([CH3:67])[C@H:58]([NH:62][C:63]([O:65][CH3:66])=[O:64])[C:59](O)=[O:60], predict the reaction product. The product is: [F:1][C:2]1[CH:7]=[CH:6][C:5]([N:8]([CH2:24][C:25]2[CH:26]=[CH:27][C:28]([NH:31][C:32]([C@H:34]3[CH2:38][CH2:37][CH2:36][N:35]3[C:39]([O:41][CH2:42][CH:43]3[C:44]4[CH:45]=[CH:46][CH:47]=[CH:48][C:49]=4[C:50]4[C:55]3=[CH:54][CH:53]=[CH:52][CH:51]=4)=[O:40])=[O:33])=[CH:29][CH:30]=2)[CH2:9][C:10]2[CH:23]=[CH:22][C:13]3[NH:14][C:15]([C@@H:17]4[CH2:21][CH2:20][CH2:19][N:18]4[C:59](=[O:60])[C@@H:58]([NH:62][C:63]([O:65][CH3:66])=[O:64])[C:57]([OH:56])([CH3:68])[CH3:67])=[N:16][C:12]=3[CH:11]=2)=[CH:4][CH:3]=1.